This data is from Full USPTO retrosynthesis dataset with 1.9M reactions from patents (1976-2016). The task is: Predict the reactants needed to synthesize the given product. (1) The reactants are: [Cl:1][C:2]1[N:3]=[C:4]([N:13]2[CH2:18][CH2:17][O:16][CH2:15][CH2:14]2)[C:5]2[S:10][C:9](I)=[C:8]([CH3:12])[C:6]=2[N:7]=1.[CH3:19][S:20]([C:23]1[CH:24]=[C:25](B(O)O)[CH:26]=[CH:27][CH:28]=1)(=[O:22])=[O:21]. Given the product [Cl:1][C:2]1[N:3]=[C:4]([N:13]2[CH2:18][CH2:17][O:16][CH2:15][CH2:14]2)[C:5]2[S:10][C:9]([C:27]3[CH:26]=[CH:25][CH:24]=[C:23]([S:20]([CH3:19])(=[O:22])=[O:21])[CH:28]=3)=[C:8]([CH3:12])[C:6]=2[N:7]=1, predict the reactants needed to synthesize it. (2) Given the product [C:39]([C:43]1[CH:51]=[CH:50][C:46]([C:6]([NH:7][CH2:8][C:9]2[CH:14]=[CH:13][C:12]([C:15]3[C:16]4[CH:23]=[C:22]([C:24]5[CH:25]=[N:26][N:27]([CH3:29])[CH:28]=5)[NH:21][C:17]=4[N:18]=[CH:19][N:20]=3)=[CH:11][C:10]=2[F:30])=[O:31])=[CH:45][CH:44]=1)([CH3:42])([CH3:41])[CH3:40], predict the reactants needed to synthesize it. The reactants are: C(O[C:6](=[O:31])[NH:7][CH2:8][C:9]1[CH:14]=[CH:13][C:12]([C:15]2[C:16]3[CH:23]=[C:22]([C:24]4[CH:25]=[N:26][N:27]([CH3:29])[CH:28]=4)[NH:21][C:17]=3[N:18]=[CH:19][N:20]=2)=[CH:11][C:10]=1[F:30])(C)(C)C.C(O)(C(F)(F)F)=O.[C:39]([C:43]1[CH:51]=[CH:50][C:46](C(O)=O)=[CH:45][CH:44]=1)([CH3:42])([CH3:41])[CH3:40].CCN(C(C)C)C(C)C.CN(C(ON1N=NC2C=CC=NC1=2)=[N+](C)C)C.F[P-](F)(F)(F)(F)F. (3) Given the product [OH:19][CH2:18][C@@H:17]([NH:16][C:8]([C:5]1[CH:4]=[C:3]([O:11][CH2:12][CH:13]2[CH2:15][CH2:14]2)[C:2]([Cl:1])=[CH:7][N:6]=1)=[O:10])[CH2:20][CH:21]([CH3:23])[CH3:22], predict the reactants needed to synthesize it. The reactants are: [Cl:1][C:2]1[C:3]([O:11][CH2:12][CH:13]2[CH2:15][CH2:14]2)=[CH:4][C:5]([C:8]([OH:10])=O)=[N:6][CH:7]=1.[NH2:16][C@@H:17]([CH2:20][CH:21]([CH3:23])[CH3:22])[CH2:18][OH:19]. (4) Given the product [C:1]1([CH3:23])[CH:6]=[CH:5][CH:4]=[C:3]([S:7]([N:10]2[CH2:19][CH2:18][CH2:17][C:16]3[N:15]=[CH:14][C:13]([NH:26][C:29](=[O:38])[O:52][C:48]([CH3:51])([CH3:50])[CH3:49])=[CH:12][C:11]2=3)(=[O:9])=[O:8])[CH:2]=1, predict the reactants needed to synthesize it. The reactants are: [C:1]1([CH3:23])[CH:6]=[CH:5][CH:4]=[C:3]([S:7]([N:10]2[CH2:19][CH2:18][CH2:17][C:16]3[N:15]=[CH:14][C:13](C(O)=O)=[CH:12][C:11]2=3)(=[O:9])=[O:8])[CH:2]=1.C([N:26]([CH2:29]C)CC)C.C1(P(N=[N+]=[N-])(C2C=CC=CC=2)=[O:38])C=CC=CC=1.[C:48]([OH:52])([CH3:51])([CH3:50])[CH3:49]. (5) Given the product [N:48]1([C:17]([C:16]2[N:15]=[C:14]([C:20]([F:22])([F:23])[F:21])[N:11]3[CH2:12][CH2:13][N:8]([C:6]([O:5][C:1]([CH3:4])([CH3:3])[CH3:2])=[O:7])[CH2:9][C:10]=23)=[O:19])[CH2:53][CH2:52][O:51][CH2:50][CH2:49]1, predict the reactants needed to synthesize it. The reactants are: [C:1]([O:5][C:6]([N:8]1[CH2:13][CH2:12][N:11]2[C:14]([C:20]([F:23])([F:22])[F:21])=[N:15][C:16]([C:17]([OH:19])=O)=[C:10]2[CH2:9]1)=[O:7])([CH3:4])([CH3:3])[CH3:2].F[P-](F)(F)(F)(F)F.N1(OC(N(C)C)=[N+](C)C)C2C=CC=CC=2N=N1.[NH:48]1[CH2:53][CH2:52][O:51][CH2:50][CH2:49]1.C(N(CC)C(C)C)(C)C.